From a dataset of Full USPTO retrosynthesis dataset with 1.9M reactions from patents (1976-2016). Predict the reactants needed to synthesize the given product. Given the product [C:15]([C:16]([CH3:17])=[C:6]([C:5]([O:12][CH2:13][CH3:14])=[O:11])[O-:8])#[N:18].[K+:4], predict the reactants needed to synthesize it. The reactants are: [O-]CC.[K+:4].[C:5]([O:12][CH2:13][CH3:14])(=[O:11])[C:6]([O:8]CC)=O.[C:15](#[N:18])[CH2:16][CH3:17].